From a dataset of Catalyst prediction with 721,799 reactions and 888 catalyst types from USPTO. Predict which catalyst facilitates the given reaction. (1) Reactant: [F:1][C:2]1[CH:8]=[C:7]([CH3:9])[C:6]([S:10]([CH2:12][C:13]([F:16])([F:15])[F:14])=[O:11])=[CH:5][C:3]=1[NH2:4].C(O)(=O)C.[C:21](/[C:23](=[C:32](/OCC)\[CH3:33])/[C:24]([NH:26][C:27](=O)[O:28]CC)=[O:25])#[N:22]. Product: [F:1][C:2]1[CH:8]=[C:7]([CH3:9])[C:6]([S:10]([CH2:12][C:13]([F:14])([F:16])[F:15])=[O:11])=[CH:5][C:3]=1[N:4]1[C:32]([CH3:33])=[C:23]([C:21]#[N:22])[C:24](=[O:25])[NH:26][C:27]1=[O:28]. The catalyst class is: 8. (2) Reactant: Cl.[Cl:2][C:3]1[CH:4]=[C:5]([C:13]2[N:18]=[CH:17][N:16]=[C:15]([NH:19][CH2:20][C@H:21]([NH:28]C(=O)OC(C)(C)C)[C:22]3[CH:27]=[CH:26][CH:25]=[CH:24][CH:23]=3)[CH:14]=2)[CH:6]=[CH:7][C:8]=1[C:9]([F:12])([F:11])[F:10]. Product: [ClH:2].[Cl:2][C:3]1[CH:4]=[C:5]([C:13]2[N:18]=[CH:17][N:16]=[C:15]([NH:19][CH2:20][C@@H:21]([C:22]3[CH:27]=[CH:26][CH:25]=[CH:24][CH:23]=3)[NH2:28])[CH:14]=2)[CH:6]=[CH:7][C:8]=1[C:9]([F:11])([F:10])[F:12]. The catalyst class is: 2. (3) Reactant: [C:1]([OH:7])(=O)[CH2:2][C:3]([OH:5])=[O:4].[CH2:8]([K])[CH3:9].[Cl-].[Mg+2].[Cl-].N1([C:19](=O)[CH:20]([O:22][CH3:23])C)C=CN=C1.COC(C)C(O)=O.C(N1C=CN=C1)(N1C=CN=C1)=O.Cl. Product: [CH2:8]([O:5][C:3](=[O:4])[CH2:2][C:1](=[O:7])[CH:20]([O:22][CH3:23])[CH3:19])[CH3:9]. The catalyst class is: 556. (4) Reactant: CC1(C)CCCC(C)(C)N1.C([Li])CCC.[Br:16][C:17]1[CH:18]=[N:19][CH:20]=[CH:21][CH:22]=1.[O:23]1[CH2:26][C:25](=[O:27])[CH2:24]1. Product: [Br:16][C:17]1[CH:18]=[N:19][CH:20]=[CH:21][C:22]=1[C:25]1([OH:27])[CH2:26][O:23][CH2:24]1. The catalyst class is: 1. (5) Reactant: [N:1]1[C:10]2[C:5](=[CH:6][CH:7]=[CH:8][C:9]=2[OH:11])[CH:4]=[CH:3][CH:2]=1.Br[CH2:13][C:14]([O:16][CH2:17][CH3:18])=[O:15].C([O-])([O-])=O.[K+].[K+]. Product: [N:1]1[C:10]2[C:5](=[CH:6][CH:7]=[CH:8][C:9]=2[O:11][CH2:13][C:14]([O:16][CH2:17][CH3:18])=[O:15])[CH:4]=[CH:3][CH:2]=1. The catalyst class is: 23. (6) Reactant: Br.Br.[CH3:3][CH:4]1[CH2:9][CH2:8][N:7]([C:10]2[C:15]([N+:16]([O-:18])=[O:17])=[CH:14][CH:13]=[C:12]([N:19]3[CH2:24][CH2:23][NH:22][CH2:21][CH2:20]3)[N:11]=2)[CH2:6][CH2:5]1.CCN(CC)CC.Cl[CH2:33][C:34]([N:36]1[CH2:41][CH2:40][O:39][CH2:38][CH2:37]1)=[O:35]. The catalyst class is: 2. Product: [CH3:3][CH:4]1[CH2:9][CH2:8][N:7]([C:10]2[C:15]([N+:16]([O-:18])=[O:17])=[CH:14][CH:13]=[C:12]([N:19]3[CH2:24][CH2:23][N:22]([CH2:33][C:34]([N:36]4[CH2:41][CH2:40][O:39][CH2:38][CH2:37]4)=[O:35])[CH2:21][CH2:20]3)[N:11]=2)[CH2:6][CH2:5]1. (7) Reactant: C[O:2][C:3]([C:5]1[S:6][C:7]([C:23]2[CH:28]=[CH:27][CH:26]=[CH:25][CH:24]=2)=[CH:8][C:9]=1[N:10]([CH:20]([CH3:22])[CH3:21])[C:11]([CH:13]1[CH2:18][CH2:17][C:16](=[CH2:19])[CH2:15][CH2:14]1)=[O:12])=[O:4].[Li+].[OH-]. Product: [CH:20]([N:10]([C:11]([CH:13]1[CH2:14][CH2:15][C:16](=[CH2:19])[CH2:17][CH2:18]1)=[O:12])[C:9]1[CH:8]=[C:7]([C:23]2[CH:28]=[CH:27][CH:26]=[CH:25][CH:24]=2)[S:6][C:5]=1[C:3]([OH:4])=[O:2])([CH3:22])[CH3:21]. The catalyst class is: 87.